From a dataset of Forward reaction prediction with 1.9M reactions from USPTO patents (1976-2016). Predict the product of the given reaction. (1) Given the reactants [CH3:1][NH:2][C:3]1[C:4]([NH2:9])=[CH:5][CH:6]=[CH:7][CH:8]=1.N1C=CC=CC=1.[O:16]1CCC[CH2:17]1, predict the reaction product. The product is: [CH3:1][N:2]1[C:3]2[CH:8]=[CH:7][CH:6]=[CH:5][C:4]=2[NH:9][C:17]1=[O:16]. (2) The product is: [CH2:21]([O:23][C:24](=[O:27])[CH2:25][N:4]1[CH2:5][CH2:6][N:1]([CH2:7][CH2:8][CH2:9][C:10]2[C:18]3[CH2:17][CH2:16][CH2:15][CH2:14][C:13]=3[NH:12][C:11]=2[CH:19]=[O:20])[CH2:2][CH2:3]1)[CH3:22]. Given the reactants [N:1]1([CH2:7][CH2:8][CH2:9][C:10]2[C:18]3[CH2:17][CH2:16][CH2:15][CH2:14][C:13]=3[NH:12][C:11]=2[CH:19]=[O:20])[CH2:6][CH2:5][NH:4][CH2:3][CH2:2]1.[CH2:21]([O:23][C:24](=[O:27])[CH2:25]Br)[CH3:22].C(=O)([O-])[O-].[K+].[K+], predict the reaction product. (3) Given the reactants CN(C(ON1N=NC2C=CC=NC1=2)=[N+](C)C)C.F[P-](F)(F)(F)(F)F.[F:25][C:26]([F:40])([F:39])[C:27]1[CH:28]=[C:29]([N:33]2[CH2:38][CH2:37][NH:36][CH2:35][CH2:34]2)[CH:30]=[CH:31][CH:32]=1.[Cl:41][C:42]1[C:43]([C:52]([F:55])([F:54])[F:53])=[N:44][N:45]([CH2:48][C:49](O)=[O:50])[C:46]=1[CH3:47], predict the reaction product. The product is: [Cl:41][C:42]1[C:43]([C:52]([F:54])([F:53])[F:55])=[N:44][N:45]([CH2:48][C:49]([N:36]2[CH2:37][CH2:38][N:33]([C:29]3[CH:30]=[CH:31][CH:32]=[C:27]([C:26]([F:25])([F:39])[F:40])[CH:28]=3)[CH2:34][CH2:35]2)=[O:50])[C:46]=1[CH3:47]. (4) Given the reactants [C:1]([O:5][C:6]([N:8]1[CH2:13][CH2:12][N:11]([CH2:14][CH2:15][N:16]2[C:24]3[C:19](=[CH:20][C:21]([O:25][C:26]4[CH:31]=[CH:30][C:29]([F:32])=[CH:28][C:27]=4[C:33]#[N:34])=[CH:22][CH:23]=3)[CH:18]=[N:17]2)[CH2:10][CH2:9]1)=[O:7])([CH3:4])([CH3:3])[CH3:2].N1C=CC=CC=1C1C=CC=CN=1.[BH4-].[Na+], predict the reaction product. The product is: [C:1]([O:5][C:6]([N:8]1[CH2:9][CH2:10][N:11]([CH2:14][CH2:15][N:16]2[C:24]3[C:19](=[CH:20][C:21]([O:25][C:26]4[CH:31]=[CH:30][C:29]([F:32])=[CH:28][C:27]=4[CH2:33][NH2:34])=[CH:22][CH:23]=3)[CH:18]=[N:17]2)[CH2:12][CH2:13]1)=[O:7])([CH3:4])([CH3:2])[CH3:3]. (5) Given the reactants [Cl:1][C:2]1[CH:7]=[CH:6][C:5]([N:8]2[CH:16]=[C:15]3[C:10]([CH:11]=[C:12]([N+:17]([O-])=O)[CH:13]=[CH:14]3)=[N:9]2)=[CH:4][CH:3]=1.[Cl-].[NH4+], predict the reaction product. The product is: [Cl:1][C:2]1[CH:3]=[CH:4][C:5]([N:8]2[CH:16]=[C:15]3[C:10]([CH:11]=[C:12]([NH2:17])[CH:13]=[CH:14]3)=[N:9]2)=[CH:6][CH:7]=1. (6) Given the reactants Br[C:2]1[CH:11]=[C:10]2[C:5]([C:6](=[O:26])[C:7]([C:15]([NH:17][CH2:18][C:19]([O:21][C:22]([CH3:25])([CH3:24])[CH3:23])=[O:20])=[O:16])=[C:8]([OH:14])[C:9]2([CH3:13])[CH3:12])=[CH:4][CH:3]=1.B1(/[CH:36]=[CH:37]/[C:38]2[CH:43]=[CH:42][CH:41]=[CH:40][CH:39]=2)OC(C)(C)C(C)(C)O1.C(=O)([O-])[O-].[K+].[K+], predict the reaction product. The product is: [OH:14][C:8]1[C:9]([CH3:12])([CH3:13])[C:10]2[C:5]([C:6](=[O:26])[C:7]=1[C:15]([NH:17][CH2:18][C:19]([O:21][C:22]([CH3:23])([CH3:25])[CH3:24])=[O:20])=[O:16])=[CH:4][CH:3]=[C:2](/[CH:36]=[CH:37]/[C:38]1[CH:43]=[CH:42][CH:41]=[CH:40][CH:39]=1)[CH:11]=2. (7) Given the reactants C(OC([N:8]1[CH2:13][CH2:12][C:11]([CH2:15][NH:16][C:17]([C:19]2[N:20]=[N:21][C:22]([CH2:38][CH2:39][CH2:40][CH3:41])=[C:23]([C:25]3[CH:30]=[CH:29][C:28]([O:31][CH:32]4[CH2:37][CH2:36][CH2:35][CH2:34][CH2:33]4)=[CH:27][CH:26]=3)[CH:24]=2)=[O:18])([F:14])[CH2:10][CH2:9]1)=O)(C)(C)C.[ClH:42], predict the reaction product. The product is: [ClH:42].[ClH:42].[F:14][C:11]1([CH2:15][NH:16][C:17]([C:19]2[N:20]=[N:21][C:22]([CH2:38][CH2:39][CH2:40][CH3:41])=[C:23]([C:25]3[CH:30]=[CH:29][C:28]([O:31][CH:32]4[CH2:37][CH2:36][CH2:35][CH2:34][CH2:33]4)=[CH:27][CH:26]=3)[CH:24]=2)=[O:18])[CH2:10][CH2:9][NH:8][CH2:13][CH2:12]1. (8) Given the reactants [CH3:1][S:2]([C:5]1[CH:12]=[CH:11][C:8]([CH2:9][OH:10])=[CH:7][CH:6]=1)(=[O:4])=[O:3].[H-].[Na+].[C:15]([O:19][C:20]([N:22]1[CH2:27][CH2:26][CH:25]([C@H:28]2[CH2:30][C@H:29]2[CH2:31]I)[CH2:24][CH2:23]1)=[O:21])([CH3:18])([CH3:17])[CH3:16], predict the reaction product. The product is: [C:15]([O:19][C:20]([N:22]1[CH2:23][CH2:24][CH:25]([C@H:28]2[CH2:30][C@H:29]2[CH2:31][O:10][CH2:9][C:8]2[CH:11]=[CH:12][C:5]([S:2]([CH3:1])(=[O:3])=[O:4])=[CH:6][CH:7]=2)[CH2:26][CH2:27]1)=[O:21])([CH3:18])([CH3:16])[CH3:17]. (9) Given the reactants [CH3:1][C:2]1[O:3][N:4]=[C:5]2[C:14]3[C:9](=[CH:10][N:11]=[CH:12][CH:13]=3)[N:8]([CH:15]3[CH2:20][CH2:19][CH2:18][CH:17]([C:21]([OH:23])=O)[CH2:16]3)[C:7](=[O:24])[C:6]=12.Cl.CN(C)CCCN=C=NCC.ON1C2N=CC=CC=2N=N1.C(N(CC)C(C)C)(C)C.[CH3:56][O:57][C:58]1[CH:59]=[C:60]([CH:63]=[C:64]([O:68][CH3:69])[C:65]=1[O:66][CH3:67])[CH2:61][NH2:62], predict the reaction product. The product is: [CH3:69][O:68][C:64]1[CH:63]=[C:60]([CH:59]=[C:58]([O:57][CH3:56])[C:65]=1[O:66][CH3:67])[CH2:61][NH:62][C:21]([CH:17]1[CH2:18][CH2:19][CH2:20][CH:15]([N:8]2[C:9]3[C:14](=[CH:13][CH:12]=[N:11][CH:10]=3)[C:5]3=[N:4][O:3][C:2]([CH3:1])=[C:6]3[C:7]2=[O:24])[CH2:16]1)=[O:23].